This data is from Forward reaction prediction with 1.9M reactions from USPTO patents (1976-2016). The task is: Predict the product of the given reaction. (1) Given the reactants [O:1]=[C:2]([C:18]1[O:19][C:20]([C:23]2[CH:28]=[CH:27][CH:26]=[CH:25][N:24]=2)=[CH:21][N:22]=1)[CH2:3][CH2:4][CH2:5][CH2:6][C:7]#[C:8][C:9]1[CH:14]=[CH:13][C:12]([N+:15]([O-:17])=[O:16])=[CH:11][CH:10]=1, predict the reaction product. The product is: [O:1]=[C:2]([C:18]1[O:19][C:20]([C:23]2[CH:28]=[CH:27][CH:26]=[CH:25][N:24]=2)=[CH:21][N:22]=1)[CH2:3][CH2:4][CH2:5][CH2:6][CH2:7][CH2:8][C:9]1[CH:14]=[CH:13][C:12]([N+:15]([O-:17])=[O:16])=[CH:11][CH:10]=1. (2) Given the reactants CO[C:3]([C:5]1[CH:10]=[N:9][C:8]([C:11]2[N:12]=[C:13]([C:24]3[CH:29]=[CH:28][C:27]([F:30])=[CH:26][CH:25]=3)[O:14][C:15]=2[S:16][C:17]2[CH:22]=[CH:21][C:20]([Cl:23])=[CH:19]N=2)=[CH:7][N:6]=1)=O.[CH3:31][Mg]Br, predict the reaction product. The product is: [Cl:23][C:20]1[CH:21]=[CH:22][C:17]([S:16][C:15]2[O:14][C:13]([C:24]3[CH:29]=[CH:28][C:27]([F:30])=[CH:26][CH:25]=3)=[N:12][C:11]=2[C:8]2[CH:7]=[N:6][C:5]([CH3:3])=[CH:10][N:9]=2)=[CH:31][CH:19]=1. (3) Given the reactants [CH3:1][O:2][C:3]1[CH:4]=[C:5]([NH:10][C:11]2[N:16]=[C:15]([N:17]3[C:21]([CH3:22])=[CH:20][C:19]([C:23]([F:26])([F:25])[F:24])=[N:18]3)[C:14]([C:27]3[CH:28]=[C:29]([C:35]([O:37]C)=[O:36])[C:30](=[O:34])[N:31]([CH3:33])[CH:32]=3)=[CH:13][N:12]=2)[CH:6]=[C:7]([CH3:9])[CH:8]=1.[OH-].[Na+], predict the reaction product. The product is: [CH3:1][O:2][C:3]1[CH:4]=[C:5]([NH:10][C:11]2[N:16]=[C:15]([N:17]3[C:21]([CH3:22])=[CH:20][C:19]([C:23]([F:26])([F:25])[F:24])=[N:18]3)[C:14]([C:27]3[CH:28]=[C:29]([C:35]([OH:37])=[O:36])[C:30](=[O:34])[N:31]([CH3:33])[CH:32]=3)=[CH:13][N:12]=2)[CH:6]=[C:7]([CH3:9])[CH:8]=1. (4) Given the reactants [N:1]1[CH:6]=[CH:5][CH:4]=[CH:3][C:2]=1[SH:7].[CH:8]1([C:11](Cl)=[O:12])[CH2:10][CH2:9]1, predict the reaction product. The product is: [CH:8]1([C:11](=[O:12])[S:7][C:2]2[CH:3]=[CH:4][CH:5]=[CH:6][N:1]=2)[CH2:10][CH2:9]1.